Predict the product of the given reaction. From a dataset of Forward reaction prediction with 1.9M reactions from USPTO patents (1976-2016). (1) Given the reactants [C:1]([C:3]1[CH:8]=[CH:7][C:6]([C:9]2[CH:10]=[N:11][N:12]([C:15]3[CH:23]=[CH:22][C:18]([C:19]([OH:21])=O)=[CH:17][N:16]=3)[C:13]=2[OH:14])=[CH:5][CH:4]=1)#[N:2].[N:24]1([CH2:29][CH2:30][CH2:31][NH2:32])[CH:28]=[CH:27][CH:26]=[N:25]1, predict the reaction product. The product is: [N:24]1([CH2:29][CH2:30][CH2:31][NH:32][C:19](=[O:21])[C:18]2[CH:22]=[CH:23][C:15]([N:12]3[C:13]([OH:14])=[C:9]([C:6]4[CH:5]=[CH:4][C:3]([C:1]#[N:2])=[CH:8][CH:7]=4)[CH:10]=[N:11]3)=[N:16][CH:17]=2)[CH:28]=[CH:27][CH:26]=[N:25]1. (2) Given the reactants CN(C)C1C=CC(CNC(=O)NC[CH2:12][CH2:13][C:14]([NH:16][OH:17])=[O:15])=CC=1.C1(C)C=CC(S(O)(=O)=O)=CC=1.C(O[C:41](=[O:45])CCN)C1C=CC=CC=1.Cl.Cl.C[N:49](C)C1C=CC(CN)=CC=1.[NH2:59][CH2:60][CH:61]([C:63]1[CH:68]=[CH:67][CH:66]=[CH:65][CH:64]=1)[OH:62], predict the reaction product. The product is: [OH:17][NH:16][C:14](=[O:15])[CH2:13][CH2:12][NH:49][C:41]([NH:59][CH2:60][CH:61]([OH:62])[C:63]1[CH:68]=[CH:67][CH:66]=[CH:65][CH:64]=1)=[O:45]. (3) Given the reactants [Br:1][C:2]1[S:6][CH:5]=[C:4]([C:7]([OH:9])=[O:8])[CH:3]=1.S(=O)(=O)(O)O.[CH3:15]O, predict the reaction product. The product is: [CH3:15][O:8][C:7]([C:4]1[CH:3]=[C:2]([Br:1])[S:6][CH:5]=1)=[O:9]. (4) Given the reactants Br[C:2]1[N:6]2[CH2:7][CH2:8][N:9]([C:11]([C:13]3[CH:18]=[CH:17][CH:16]=[C:15]([C:19]([F:22])([F:21])[F:20])[C:14]=3[Cl:23])=[O:12])[CH2:10][C:5]2=[N:4][N:3]=1.[Na].[CH3:25][OH:26], predict the reaction product. The product is: [Cl:23][C:14]1[C:15]([C:19]([F:22])([F:21])[F:20])=[CH:16][CH:17]=[CH:18][C:13]=1[C:11]([N:9]1[CH2:8][CH2:7][N:6]2[C:2]([O:26][CH3:25])=[N:3][N:4]=[C:5]2[CH2:10]1)=[O:12]. (5) Given the reactants [C:1]([OH:5])(=[O:4])[CH:2]=[CH2:3].C[O:7][C:8]1[CH:10]=[CH:9][C:8]([OH:7])=[CH:10][CH:9]=1.O=O.C1OC1C, predict the reaction product. The product is: [C:1]([O:5][CH2:10][CH2:9][CH2:8][OH:7])(=[O:4])[CH:2]=[CH2:3].